This data is from Full USPTO retrosynthesis dataset with 1.9M reactions from patents (1976-2016). The task is: Predict the reactants needed to synthesize the given product. Given the product [C:21]1([O:20][C:18](=[O:19])[NH:1][C:2]2[CH:7]=[CH:6][CH:5]=[C:4]([S:38]([CH3:10])(=[O:42])=[O:40])[CH:3]=2)[CH:26]=[CH:25][CH:24]=[CH:23][CH:22]=1, predict the reactants needed to synthesize it. The reactants are: [NH2:1][C:2]1[CH:7]=[CH:6][CH:5]=[C:4](SC)[CH:3]=1.[CH2:10](N(CC)CC)C.Cl[C:18]([O:20][C:21]1[CH:26]=[CH:25][CH:24]=[CH:23][CH:22]=1)=[O:19].ClC1C=CC=C(C(OO)=O)C=1.[S:38]([O-:42])([O-])(=[O:40])=S.[Na+].[Na+].